This data is from Reaction yield outcomes from USPTO patents with 853,638 reactions. The task is: Predict the reaction yield, written as a fraction of the theoretical maximum amount of product (1.0 means a 100% yield; for example, 0.34 means a 34% yield). (1) The yield is 0.520. The reactants are [C:1]([CH2:3][C:4]1([N:15]2[CH:19]=[C:18]([C:20]3[C:21]4[CH:28]=[CH:27][N:26](COC(=O)C(C)(C)C)[C:22]=4[N:23]=[N:24][CH:25]=3)[CH:17]=[N:16]2)[CH2:7][N:6]([C:8]([O:10][C:11]([CH3:14])([CH3:13])[CH3:12])=[O:9])[CH2:5]1)#[N:2].[OH-].[Na+]. The catalyst is CO. The product is [N:23]1[C:22]2[NH:26][CH:27]=[CH:28][C:21]=2[C:20]([C:18]2[CH:17]=[N:16][N:15]([C:4]3([CH2:3][C:1]#[N:2])[CH2:7][N:6]([C:8]([O:10][C:11]([CH3:12])([CH3:13])[CH3:14])=[O:9])[CH2:5]3)[CH:19]=2)=[CH:25][N:24]=1. (2) The reactants are C([O:3][C:4]([C:6]1([NH:16][C:17]([C:19]2[C:28]3[CH2:27][CH2:26][CH2:25][CH2:24][C:23]=3[CH:22]=[CH:21][CH:20]=2)=[O:18])[CH2:14][C:13]2[C:8](=[CH:9][CH:10]=[C:11]([F:15])[CH:12]=2)[CH2:7]1)=[O:5])C.[OH-].[K+].O. The catalyst is CCO. The product is [F:15][C:11]1[CH:12]=[C:13]2[C:8](=[CH:9][CH:10]=1)[CH2:7][C:6]([NH:16][C:17]([C:19]1[C:28]3[CH2:27][CH2:26][CH2:25][CH2:24][C:23]=3[CH:22]=[CH:21][CH:20]=1)=[O:18])([C:4]([OH:5])=[O:3])[CH2:14]2. The yield is 1.00.